Task: Predict the reaction yield, written as a fraction of the theoretical maximum amount of product (1.0 means a 100% yield; for example, 0.34 means a 34% yield).. Dataset: Reaction yield outcomes from USPTO patents with 853,638 reactions (1) The reactants are [F:1][C:2]([F:16])([F:15])[C:3]1[C:4]([N:9]2[CH2:14][CH2:13][NH:12][CH2:11][CH2:10]2)=[N:5][CH:6]=[CH:7][CH:8]=1.[CH2:17]([O:24][C:25]1[CH:30]=[CH:29][C:28]([S:31](Cl)(=[O:33])=[O:32])=[CH:27][CH:26]=1)[C:18]1[CH:23]=[CH:22][CH:21]=[CH:20][CH:19]=1.C(N(C(C)C)CC)(C)C. The catalyst is ClCCl. The product is [CH2:17]([O:24][C:25]1[CH:30]=[CH:29][C:28]([S:31]([N:12]2[CH2:11][CH2:10][N:9]([C:4]3[C:3]([C:2]([F:1])([F:15])[F:16])=[CH:8][CH:7]=[CH:6][N:5]=3)[CH2:14][CH2:13]2)(=[O:33])=[O:32])=[CH:27][CH:26]=1)[C:18]1[CH:19]=[CH:20][CH:21]=[CH:22][CH:23]=1. The yield is 0.789. (2) The reactants are BrC1C(N2CCN(CC3C=NC=CC=3)CC2)=C2N=C(C3C=CC(CN)=CC=3)NC2=NC=1.[Br:32][C:33]1[C:34]([N:57]2[CH2:62][CH2:61][CH:60]([O:63][C:64]3[CH:69]=[CH:68][CH:67]=[CH:66][CH:65]=3)[CH2:59][CH2:58]2)=[C:35]2[N:41]=[C:40]([C:42]3[CH:56]=[CH:55][C:45]([CH2:46][NH:47]C(=O)OC(C)(C)C)=[CH:44][CH:43]=3)[NH:39][C:36]2=[N:37][CH:38]=1.C(O)(C(F)(F)F)=O. The yield is 0.930. The catalyst is C(Cl)Cl. The product is [Br:32][C:33]1[C:34]([N:57]2[CH2:62][CH2:61][CH:60]([O:63][C:64]3[CH:69]=[CH:68][CH:67]=[CH:66][CH:65]=3)[CH2:59][CH2:58]2)=[C:35]2[N:41]=[C:40]([C:42]3[CH:43]=[CH:44][C:45]([CH2:46][NH2:47])=[CH:55][CH:56]=3)[NH:39][C:36]2=[N:37][CH:38]=1.